This data is from Full USPTO retrosynthesis dataset with 1.9M reactions from patents (1976-2016). The task is: Predict the reactants needed to synthesize the given product. (1) Given the product [CH:16]1([N:7]2[CH2:8][C:9]3([CH2:15][CH2:14]3)[C:10](=[O:13])[N:11]([CH3:12])[C:5]3[CH:4]=[N:3][C:2]([NH:22][C:23]4[CH:31]=[CH:30][C:26]([C:27]([OH:29])=[O:28])=[CH:25][C:24]=4[F:32])=[N:21][C:6]2=3)[CH2:20][CH2:19][CH2:18][CH2:17]1, predict the reactants needed to synthesize it. The reactants are: Cl[C:2]1[N:3]=[CH:4][C:5]2[N:11]([CH3:12])[C:10](=[O:13])[C:9]3([CH2:15][CH2:14]3)[CH2:8][N:7]([CH:16]3[CH2:20][CH2:19][CH2:18][CH2:17]3)[C:6]=2[N:21]=1.[NH2:22][C:23]1[CH:31]=[CH:30][C:26]([C:27]([OH:29])=[O:28])=[CH:25][C:24]=1[F:32].C(O)(C(F)(F)F)=O. (2) Given the product [N+:16]([C:19]1[CH:27]=[CH:26][CH:25]=[CH:24][C:20]=1[C:21]([NH:12][C:10]1[CH:9]=[CH:8][C:6]2[O:7][C:2]([F:1])([F:15])[C:3]([F:13])([F:14])[O:4][C:5]=2[CH:11]=1)=[O:22])([O-:18])=[O:17], predict the reactants needed to synthesize it. The reactants are: [F:1][C:2]1([F:15])[O:7][C:6]2[CH:8]=[CH:9][C:10]([NH2:12])=[CH:11][C:5]=2[O:4][C:3]1([F:14])[F:13].[N+:16]([C:19]1[CH:27]=[CH:26][CH:25]=[CH:24][C:20]=1[C:21](Cl)=[O:22])([O-:18])=[O:17].C(Cl)Cl. (3) Given the product [C:1]([C:9]1[CH:24]=[C:23]([CH2:25][CH3:26])[CH:22]=[CH:21][C:10]=1[O:11][C@H:12]([CH3:20])[CH2:13][CH2:14][O:15][C:36]1[N:35]=[CH:34][C:33]([CH2:32][CH2:31][C:30]([OH:41])=[O:29])=[C:38]([CH3:39])[CH:37]=1)(=[O:8])[C:2]1[CH:7]=[CH:6][CH:5]=[CH:4][CH:3]=1, predict the reactants needed to synthesize it. The reactants are: [C:1]([C:9]1[CH:24]=[C:23]([CH2:25][CH3:26])[CH:22]=[CH:21][C:10]=1[O:11][C@@H:12]([CH3:20])[CH2:13][CH2:14][O:15]S(C)(=O)=O)(=[O:8])[C:2]1[CH:7]=[CH:6][CH:5]=[CH:4][CH:3]=1.C([O:29][C:30](=[O:41])[CH2:31][CH2:32][C:33]1[CH:34]=[N:35][C:36](O)=[CH:37][C:38]=1[CH3:39])C.C(=O)([O-])[O-].[Cs+].[Cs+].[OH-].[Na+]. (4) Given the product [Br:1][C:2]1[CH:6]=[N:5][N:4]([CH3:7])[C:3]=1[NH:8][C:9]1[CH:14]=[CH:13][C:12]([C:19]2[CH:20]=[CH:21][C:22]([CH3:23])=[C:17]([F:16])[CH:18]=2)=[CH:11][CH:10]=1, predict the reactants needed to synthesize it. The reactants are: [Br:1][C:2]1[CH:6]=[N:5][N:4]([CH3:7])[C:3]=1[NH:8][C:9]1[CH:14]=[CH:13][C:12](I)=[CH:11][CH:10]=1.[F:16][C:17]1[CH:18]=[C:19](B(O)O)[CH:20]=[CH:21][C:22]=1[CH3:23].C(=O)([O-])[O-].[Cs+].[Cs+].COCCOC. (5) Given the product [F:1][C:2]([F:17])([F:16])[C:3]([C:9]1[CH:14]=[CH:13][C:12]([C:23]2[CH:24]=[CH:25][C:20]([CH:18]=[O:19])=[CH:21][CH:22]=2)=[CH:11][CH:10]=1)([OH:8])[C:4]([F:7])([F:6])[F:5], predict the reactants needed to synthesize it. The reactants are: [F:1][C:2]([F:17])([F:16])[C:3]([C:9]1[CH:14]=[CH:13][C:12](I)=[CH:11][CH:10]=1)([OH:8])[C:4]([F:7])([F:6])[F:5].[CH:18]([C:20]1[CH:25]=[CH:24][C:23](B(O)O)=[CH:22][CH:21]=1)=[O:19].C([O-])([O-])=O.[K+].[K+]. (6) Given the product [C:17]([C:2]1[CH:3]=[C:4]([CH2:8][NH:9][C:10](=[O:16])[O:11][C:12]([CH3:15])([CH3:14])[CH3:13])[CH:5]=[N:6][CH:7]=1)#[N:18], predict the reactants needed to synthesize it. The reactants are: Br[C:2]1[CH:3]=[C:4]([CH2:8][NH:9][C:10](=[O:16])[O:11][C:12]([CH3:15])([CH3:14])[CH3:13])[CH:5]=[N:6][CH:7]=1.[CH3:17][N:18](C=O)C. (7) Given the product [Cl:1][C:2]1[CH:7]=[CH:6][C:5](/[CH:8]=[CH:9]/[C:10]([C:12]2[CH:13]=[CH:14][C:15](=[O:18])[N:16]([CH3:22])[CH:17]=2)=[O:11])=[C:4]([CH3:19])[CH:3]=1, predict the reactants needed to synthesize it. The reactants are: [Cl:1][C:2]1[CH:7]=[CH:6][C:5](/[CH:8]=[CH:9]/[C:10]([C:12]2[CH:13]=[CH:14][C:15](=[O:18])[NH:16][CH:17]=2)=[O:11])=[C:4]([CH3:19])[CH:3]=1.IC.[C:22](=O)([O-])[O-].[K+].[K+]. (8) Given the product [CH2:25]1[C:24]2[C:19](=[CH:20][CH:21]=[CH:22][CH:23]=2)[CH2:18][CH:17]1[N:1]1[CH:5]=[C:4]([C:6]2[CH:11]=[C:10]([C:12]([OH:14])=[O:13])[CH:9]=[CH:8][N:7]=2)[N:3]=[CH:2]1, predict the reactants needed to synthesize it. The reactants are: [NH:1]1[CH:5]=[C:4]([C:6]2[CH:11]=[C:10]([C:12]([O:14]C)=[O:13])[CH:9]=[CH:8][N:7]=2)[N:3]=[CH:2]1.Br[CH:17]1[CH2:25][C:24]2[C:19](=[CH:20][CH:21]=[CH:22][CH:23]=2)[CH2:18]1.[OH-].[Na+].